Dataset: Forward reaction prediction with 1.9M reactions from USPTO patents (1976-2016). Task: Predict the product of the given reaction. (1) Given the reactants I[C:2]1[N:3]=[C:4]([CH:12]2[CH2:15][CH:14]([N:16]3[CH2:21][CH2:20][N:19]([CH3:22])[CH2:18][CH2:17]3)[CH2:13]2)[N:5]2[CH:10]=[CH:9][N:8]=[C:7]([NH2:11])[C:6]=12.[CH3:23][C:24]1[C:33]2[C:28](=[CH:29][C:30](B3OC(C)(C)[C:36](C)(C)[O:35]3)=[CH:31][CH:32]=2)[N:27]=[C:26]([C:43]2[CH:48]=[CH:47][CH:46]=[CH:45][CH:44]=2)[CH:25]=1.C(=O)([O-])[O-].[Cs+].[Cs+], predict the reaction product. The product is: [NH3:3].[CH3:36][OH:35].[CH3:23][C:24]1[C:33]2[C:28](=[CH:29][C:30]([C:2]3[N:3]=[C:4]([CH:12]4[CH2:15][CH:14]([N:16]5[CH2:21][CH2:20][N:19]([CH3:22])[CH2:18][CH2:17]5)[CH2:13]4)[N:5]4[CH:10]=[CH:9][N:8]=[C:7]([NH2:11])[C:6]=34)=[CH:31][CH:32]=2)[N:27]=[C:26]([C:43]2[CH:48]=[CH:47][CH:46]=[CH:45][CH:44]=2)[CH:25]=1. (2) The product is: [F:48][C:2]1([F:1])[CH2:7][CH2:6][CH:5]([C:8]2[C:17]3[C@@H:16]([O:18][CH2:19][C:20]4[CH:21]=[CH:22][C:23]([O:26][CH3:27])=[CH:24][CH:25]=4)[CH2:15][C:14]([CH3:28])([CH3:29])[CH2:13][C:12]=3[N:11]=[C:10]([CH:30]3[CH2:35][CH2:34][N:33]([C:50]4[N:51]=[CH:52][C:53]([O:56][CH2:57][C:58]5([CH3:66])[CH2:63][O:62][C:61]([CH3:65])([CH3:64])[O:60][CH2:59]5)=[CH:54][N:55]=4)[CH2:32][CH2:31]3)[C:9]=2[C@@H:36]([F:47])[C:37]2[CH:38]=[CH:39][C:40]([C:43]([F:45])([F:46])[F:44])=[CH:41][CH:42]=2)[CH2:4][CH2:3]1. Given the reactants [F:1][C:2]1([F:48])[CH2:7][CH2:6][CH:5]([C:8]2[C:17]3[C@@H:16]([O:18][CH2:19][C:20]4[CH:25]=[CH:24][C:23]([O:26][CH3:27])=[CH:22][CH:21]=4)[CH2:15][C:14]([CH3:29])([CH3:28])[CH2:13][C:12]=3[N:11]=[C:10]([CH:30]3[CH2:35][CH2:34][NH:33][CH2:32][CH2:31]3)[C:9]=2[C@@H:36]([F:47])[C:37]2[CH:42]=[CH:41][C:40]([C:43]([F:46])([F:45])[F:44])=[CH:39][CH:38]=2)[CH2:4][CH2:3]1.Cl[C:50]1[N:55]=[CH:54][C:53]([O:56][CH2:57][C:58]2([CH3:66])[CH2:63][O:62][C:61]([CH3:65])([CH3:64])[O:60][CH2:59]2)=[CH:52][N:51]=1.C(=O)([O-])[O-].[K+].[K+].O1CCOCC1, predict the reaction product. (3) Given the reactants CS([O:5][CH2:6][CH2:7][N:8]1[CH2:13][CH2:12][O:11][CH2:10][CH2:9]1)(=O)=O.[F:14][C:15]1[CH:16]=[CH:17][C:18]([N+:22]([O-:24])=[O:23])=[C:19](O)[CH:20]=1.C(=O)([O-])[O-].[Cs+].[Cs+].CC(N(C)C)=O, predict the reaction product. The product is: [F:14][C:15]1[CH:20]=[CH:19][C:18]([N+:22]([O-:24])=[O:23])=[C:17]([CH:16]=1)[O:5][CH2:6][CH2:7][N:8]1[CH2:13][CH2:12][O:11][CH2:10][CH2:9]1. (4) Given the reactants [NH2:1][C:2]1[C:3]2[C:11](=[O:12])[CH:10]=[CH:9][NH:8][C:4]=2[N:5]=[CH:6][N:7]=1.C(=O)([O-])[O-].[Cs+].[Cs+].[I-].[K+].[Cl:21][C:22]1[C:23]([CH3:48])=[C:24]([CH:34]2[CH2:37][N:36]([C:38]([O:40][CH2:41][C:42]3[CH:47]=[CH:46][CH:45]=[CH:44][CH:43]=3)=[O:39])[CH2:35]2)[C:25]([O:31][CH2:32][CH3:33])=[C:26]([CH:28](Cl)[CH3:29])[CH:27]=1, predict the reaction product. The product is: [NH2:1][C:2]1[C:3]2[C:11](=[O:12])[CH:10]=[CH:9][N:8]([CH:28]([C:26]3[C:25]([O:31][CH2:32][CH3:33])=[C:24]([CH:34]4[CH2:37][N:36]([C:38]([O:40][CH2:41][C:42]5[CH:43]=[CH:44][CH:45]=[CH:46][CH:47]=5)=[O:39])[CH2:35]4)[C:23]([CH3:48])=[C:22]([Cl:21])[CH:27]=3)[CH3:29])[C:4]=2[N:5]=[CH:6][N:7]=1. (5) Given the reactants [CH3:1][N:2]1[C:10]2[C:5](=[CH:6][CH:7]=[CH:8][CH:9]=2)[CH:4]=[C:3]1[C:11](Cl)=[O:12].[NH2:14][C:15]1[C:20]2[C:21]([C:24]3[CH:29]=[CH:28][C:27]([NH2:30])=[C:26]([O:31][CH3:32])[CH:25]=3)=[CH:22][S:23][C:19]=2[C:18]([NH:33][C:34](=[O:44])[CH2:35][CH2:36][N:37]2[CH2:42][CH2:41][CH:40]([OH:43])[CH2:39][CH2:38]2)=[CH:17][N:16]=1, predict the reaction product. The product is: [NH2:14][C:15]1[C:20]2[C:21]([C:24]3[CH:29]=[CH:28][C:27]([NH:30][C:11]([C:3]4[N:2]([CH3:1])[C:10]5[C:5]([CH:4]=4)=[CH:6][CH:7]=[CH:8][CH:9]=5)=[O:12])=[C:26]([O:31][CH3:32])[CH:25]=3)=[CH:22][S:23][C:19]=2[C:18]([NH:33][C:34](=[O:44])[CH2:35][CH2:36][N:37]2[CH2:38][CH2:39][CH:40]([OH:43])[CH2:41][CH2:42]2)=[CH:17][N:16]=1. (6) Given the reactants [F:1][C:2]1[CH:22]=[CH:21][C:5]([CH2:6][N:7]2[C:15]3[C:10](=[CH:11][C:12]([C:16]([OH:18])=O)=[CH:13][CH:14]=3)[C:9]([CH3:19])=[C:8]2[CH3:20])=[CH:4][CH:3]=1.[CH3:23][N:24]([CH3:29])[CH2:25][CH2:26][CH2:27][NH2:28].ON1C2C=CC=CC=2N=N1.N=C=N.[N-]=C=O, predict the reaction product. The product is: [CH3:23][N:24]([CH3:29])[CH2:25][CH2:26][CH2:27][NH:28][C:16]([C:12]1[CH:11]=[C:10]2[C:15](=[CH:14][CH:13]=1)[N:7]([CH2:6][C:5]1[CH:4]=[CH:3][C:2]([F:1])=[CH:22][CH:21]=1)[C:8]([CH3:20])=[C:9]2[CH3:19])=[O:18]. (7) The product is: [C:1]1([C:17]2[CH:22]=[CH:21][CH:20]=[CH:19][CH:18]=2)[C:2]([C:7]([N:9]2[CH2:13][C@H:12]([OH:14])[CH2:11][C@H:10]2[CH2:15][N:27]2[C:23](=[O:33])[C:24]3[C:25](=[CH:29][CH:30]=[CH:31][CH:32]=3)[C:26]2=[O:28])=[O:8])=[CH:3][CH:4]=[CH:5][CH:6]=1.[C:47]1([P:40](=[O:56])([C:34]2[CH:35]=[CH:36][CH:37]=[CH:38][CH:39]=2)[C:41]2[CH:46]=[CH:45][CH:44]=[CH:43][CH:42]=2)[CH:48]=[CH:49][CH:50]=[CH:51][CH:52]=1. Given the reactants [C:1]1([C:17]2[CH:22]=[CH:21][CH:20]=[CH:19][CH:18]=2)[CH:6]=[CH:5][CH:4]=[CH:3][C:2]=1[C:7]([N:9]1[CH2:13][C@H:12]([OH:14])[CH2:11][C@H:10]1[CH2:15]O)=[O:8].[C:23]1(=[O:33])[NH:27][C:26](=[O:28])[C:25]2=[CH:29][CH:30]=[CH:31][CH:32]=[C:24]12.[C:34]1([P:40]([C:47]2[CH:52]=[CH:51][CH:50]=[CH:49][CH:48]=2)[C:41]2[CH:46]=[CH:45][CH:44]=[CH:43][CH:42]=2)[CH:39]=[CH:38][CH:37]=[CH:36][CH:35]=1.N(C(OC(C)C)=O)=NC(OC(C)C)=[O:56], predict the reaction product. (8) The product is: [CH2:16]([O:18][C:19]([N:21]1[CH2:26][CH2:25][N:24]([C:27]([CH:29]([NH:36][C:1]([C:4]2[CH:13]=[C:12]([O:14][CH3:15])[C:11]3[C:6](=[CH:7][CH:8]=[CH:9][CH:10]=3)[N:5]=2)=[O:3])[CH2:30][C:31]2[N:32]=[CH:33][NH:34][CH:35]=2)=[O:28])[CH2:23][CH2:22]1)=[O:20])[CH3:17]. Given the reactants [C:1]([C:4]1[CH:13]=[C:12]([O:14][CH3:15])[C:11]2[C:6](=[CH:7][CH:8]=[CH:9][CH:10]=2)[N:5]=1)([OH:3])=O.[CH2:16]([O:18][C:19]([N:21]1[CH2:26][CH2:25][N:24]([C:27]([CH:29]([NH2:36])[CH2:30][C:31]2[N:32]=[CH:33][NH:34][CH:35]=2)=[O:28])[CH2:23][CH2:22]1)=[O:20])[CH3:17].CCN=C=NCCCN(C)C.Cl.C1C=CC2N(O)N=NC=2C=1, predict the reaction product.